From a dataset of Peptide-MHC class II binding affinity with 134,281 pairs from IEDB. Regression. Given a peptide amino acid sequence and an MHC pseudo amino acid sequence, predict their binding affinity value. This is MHC class II binding data. The peptide sequence is IALLVLAVGPAYSAH. The MHC is DRB5_0101 with pseudo-sequence DRB5_0101. The binding affinity (normalized) is 0.750.